This data is from Kir2.1 potassium channel HTS with 301,493 compounds. The task is: Binary Classification. Given a drug SMILES string, predict its activity (active/inactive) in a high-throughput screening assay against a specified biological target. (1) The compound is s1c(c(c(c1N)C(OCC)=O)C)C(=O)Nc1ccccc1. The result is 0 (inactive). (2) The drug is Clc1c(c2nc(OCC)c(cc2)C#N)cccc1. The result is 0 (inactive). (3) The result is 0 (inactive). The drug is o1c(CN2CCN(CC2)c2ccccc2)ccc1[N+]([O-])=O. (4) The compound is S(=O)(=O)(N1CCCc2c1ccc(c2)C)c1cc(ccc1)C(=O)Nc1c(cccc1)C(O)=O. The result is 0 (inactive). (5) The compound is s1c([nH+]c(CC(OCC)=O)c1)CC(=O)N. The result is 0 (inactive). (6) The compound is S=c1n(CC2OCCC2)c(n[nH]1)c1c(F)cccc1. The result is 0 (inactive). (7) The compound is S(=O)(=O)(Nc1ccc(NC(=O)C)cc1)c1cc(ccc1OC)c1onc(c1)C. The result is 0 (inactive).